From a dataset of Full USPTO retrosynthesis dataset with 1.9M reactions from patents (1976-2016). Predict the reactants needed to synthesize the given product. (1) Given the product [NH2:1][C:4]1[CH:9]=[C:8]([NH2:10])[CH:7]=[CH:6][C:5]=1[CH2:13][C:14]([O:16][C:17]([CH3:20])([CH3:19])[CH3:18])=[O:15], predict the reactants needed to synthesize it. The reactants are: [N+:1]([C:4]1[CH:9]=[C:8]([N+:10]([O-])=O)[CH:7]=[CH:6][C:5]=1[CH2:13][C:14]([O:16][C:17]([CH3:20])([CH3:19])[CH3:18])=[O:15])([O-])=O.[H][H].ClCCl.CO. (2) Given the product [Br:1][C:2]1[CH:7]=[C:6]([N:8]2[CH2:9][CH2:10][CH2:11][CH2:12]2)[CH:5]=[CH:4][C:3]=1[C:13]1[S:15][C:20]2[CH:21]([OH:22])[CH2:16][CH2:17][CH2:18][C:19]=2[N:14]=1.[Br:1][C:2]1[CH:7]=[C:6]([N:8]2[CH2:9][CH2:10][CH2:11][CH2:12]2)[CH:5]=[CH:4][C:3]=1[C:13]1[S:15][C:16]2[CH:17]([O:23][CH:25]([CH3:26])[CH3:24])[CH2:18][CH2:19][CH2:20][C:21]=2[N:14]=1, predict the reactants needed to synthesize it. The reactants are: [Br:1][C:2]1[CH:7]=[C:6]([N:8]2[CH2:12][CH2:11][CH2:10][CH2:9]2)[CH:5]=[CH:4][C:3]=1[C:13](=[S:15])[NH2:14].[CH:16]12[O:22][CH:21]1[CH2:20][CH2:19][CH2:18][C:17]2=[O:23].[CH3:24][CH:25](O)[CH3:26].